This data is from Forward reaction prediction with 1.9M reactions from USPTO patents (1976-2016). The task is: Predict the product of the given reaction. Given the reactants S(Cl)([Cl:3])=O.O[C:6]1[C:15]2[C:10](=[CH:11][C:12]([F:17])=[C:13]([I:16])[CH:14]=2)[N:9]=[CH:8][N:7]=1, predict the reaction product. The product is: [ClH:3].[Cl:3][C:6]1[C:15]2[C:10](=[CH:11][C:12]([F:17])=[C:13]([I:16])[CH:14]=2)[N:9]=[CH:8][N:7]=1.